Dataset: Catalyst prediction with 721,799 reactions and 888 catalyst types from USPTO. Task: Predict which catalyst facilitates the given reaction. (1) Reactant: CN(C(ON1N=NC2C=CC=NC1=2)=[N+](C)C)C.F[P-](F)(F)(F)(F)F.[CH:25]1([C:31]2[C:32]3[CH:33]=[CH:34][C:35]([C:65](=[O:73])[NH:66][S:67]([CH:70]([CH3:72])[CH3:71])(=[O:69])=[O:68])=[CH:36][C:37]=3[N:38]3[CH2:44][C:43]([C:45]4[N:49]([CH:50]5[CH2:52][CH2:51]5)[N:48]=[C:47]([CH:53]([CH3:55])[CH3:54])[C:46]=4[C:56](O)=[O:57])=[CH:42][C:41]4[CH:59]=[C:60]([O:63][CH3:64])[CH:61]=[CH:62][C:40]=4[C:39]=23)[CH2:30][CH2:29][CH2:28][CH2:27][CH2:26]1.Cl.[CH:75]12[NH:82][CH:79]([CH2:80][CH2:81]1)[CH2:78][O:77][CH2:76]2.CCN(C(C)C)C(C)C. Product: [CH:25]1([C:31]2[C:32]3[CH:33]=[CH:34][C:35]([C:65]([NH:66][S:67]([CH:70]([CH3:71])[CH3:72])(=[O:68])=[O:69])=[O:73])=[CH:36][C:37]=3[N:38]3[CH2:44][C:43]([C:45]4[N:49]([CH:50]5[CH2:51][CH2:52]5)[N:48]=[C:47]([CH:53]([CH3:54])[CH3:55])[C:46]=4[C:56]([N:82]4[CH:75]5[CH2:81][CH2:80][CH:79]4[CH2:78][O:77][CH2:76]5)=[O:57])=[CH:42][C:41]4[CH:59]=[C:60]([O:63][CH3:64])[CH:61]=[CH:62][C:40]=4[C:39]=23)[CH2:30][CH2:29][CH2:28][CH2:27][CH2:26]1. The catalyst class is: 3. (2) Reactant: [NH2:1][C:2]1[N:3]=[CH:4][S:5][C:6]=1[C:7]([O:9][CH3:10])=[O:8].N1C=CC=CC=1.[Br:17][C:18]1[C:19]([Cl:29])=[C:20]([CH2:25][C:26](Cl)=[O:27])[C:21]([Cl:24])=[CH:22][CH:23]=1. Product: [Br:17][C:18]1[C:19]([Cl:29])=[C:20]([CH2:25][C:26]([NH:1][C:2]2[N:3]=[CH:4][S:5][C:6]=2[C:7]([O:9][CH3:10])=[O:8])=[O:27])[C:21]([Cl:24])=[CH:22][CH:23]=1. The catalyst class is: 10. (3) Reactant: Cl.[F:2][C@H:3]1[CH2:7][CH2:6][NH:5][CH2:4]1.[C:8]([NH:15][CH2:16][C:17](O)=[O:18])([O:10][C:11]([CH3:14])([CH3:13])[CH3:12])=[O:9].Cl.C(N=C=NCCCN(C)C)C.ON1C2C=CC=CC=2N=N1. Product: [F:2][C@H:3]1[CH2:7][CH2:6][N:5]([C:17](=[O:18])[CH2:16][NH:15][C:8](=[O:9])[O:10][C:11]([CH3:12])([CH3:13])[CH3:14])[CH2:4]1. The catalyst class is: 571. (4) Reactant: [C:1]([O:5][C:6]([N:8]1[CH2:13][CH2:12][N:11]2[C:14]([CH2:20][CH3:21])=[N:15][C:16]([C:17](O)=[O:18])=[C:10]2[CH:9]1[CH2:22][CH2:23][C:24]1[CH:29]=[CH:28][C:27]([C:30]([F:33])([F:32])[F:31])=[CH:26][CH:25]=1)=[O:7])([CH3:4])([CH3:3])[CH3:2].[CH3:34][N:35](C(ON1N=NC2C=CC=CC1=2)=[N+](C)C)C.[B-](F)(F)(F)F.CCN(C(C)C)C(C)C.CN.C1COCC1. Product: [C:1]([O:5][C:6]([N:8]1[CH2:13][CH2:12][N:11]2[C:14]([CH2:20][CH3:21])=[N:15][C:16]([C:17](=[O:18])[NH:35][CH3:34])=[C:10]2[CH:9]1[CH2:22][CH2:23][C:24]1[CH:25]=[CH:26][C:27]([C:30]([F:33])([F:32])[F:31])=[CH:28][CH:29]=1)=[O:7])([CH3:2])([CH3:4])[CH3:3]. The catalyst class is: 3.